Dataset: TCR-epitope binding with 47,182 pairs between 192 epitopes and 23,139 TCRs. Task: Binary Classification. Given a T-cell receptor sequence (or CDR3 region) and an epitope sequence, predict whether binding occurs between them. (1) The epitope is YLQPRTFLL. The TCR CDR3 sequence is CATEYTNTGELFF. Result: 1 (the TCR binds to the epitope). (2) The epitope is GTITSGWTF. The TCR CDR3 sequence is CASSPTAWNTGELFF. Result: 1 (the TCR binds to the epitope). (3) The epitope is LLMPILTLT. The TCR CDR3 sequence is CASSIAPGSYEQYF. Result: 1 (the TCR binds to the epitope). (4) The epitope is VTEHDTLLY. The TCR CDR3 sequence is CATSGRTGELFF. Result: 0 (the TCR does not bind to the epitope). (5) The epitope is IVTDFSVIK. The TCR CDR3 sequence is CASSVGDWAQGNTIYF. Result: 1 (the TCR binds to the epitope). (6) The epitope is KLWAQCVQL. The TCR CDR3 sequence is CASSLWGGADTQYF. Result: 1 (the TCR binds to the epitope). (7) The epitope is HTTDPSFLGRY. The TCR CDR3 sequence is CASSSGRQDSYEQYF. Result: 1 (the TCR binds to the epitope). (8) The epitope is LLQTGIHVRVSQPSL. The TCR CDR3 sequence is CASSQVLLAGSYNEQFF. Result: 0 (the TCR does not bind to the epitope).